Predict which catalyst facilitates the given reaction. From a dataset of Catalyst prediction with 721,799 reactions and 888 catalyst types from USPTO. (1) Reactant: [F:1][C:2]1[CH:27]=[CH:26][CH:25]=[C:24]([F:28])[C:3]=1[C:4]([NH:6][C:7](=[O:23])[N:8]([C:10]1[CH:15]=[C:14]([F:16])[C:13]([S:17][C:18]([F:21])([F:20])[F:19])=[CH:12][C:11]=1[F:22])[CH3:9])=[O:5].[H-].[Na+].[CH3:31]I.[Cl-].[NH4+]. Product: [F:1][C:2]1[CH:27]=[CH:26][CH:25]=[C:24]([F:28])[C:3]=1[C:4]([N:6]([CH3:31])[C:7]([N:8]([C:10]1[CH:15]=[C:14]([F:16])[C:13]([S:17][C:18]([F:20])([F:21])[F:19])=[CH:12][C:11]=1[F:22])[CH3:9])=[O:23])=[O:5]. The catalyst class is: 264. (2) Reactant: CN(C)C=O.C[O:7][C:8](=[O:16])[C:9]1[CH:14]=[CH:13][CH:12]=[C:11]([OH:15])[CH:10]=1.CC(C)([O-])C.[K+].Br[C:24]1[CH:29]=[CH:28][C:27]([Cl:30])=[CH:26][N:25]=1. Product: [Cl:30][C:27]1[CH:28]=[CH:29][C:24]([O:15][C:11]2[CH:10]=[C:9]([CH:14]=[CH:13][CH:12]=2)[C:8]([OH:7])=[O:16])=[N:25][CH:26]=1. The catalyst class is: 6. (3) The catalyst class is: 52. Reactant: [NH2:1][C:2]1[CH:7]=[C:6]([C:8]([CH3:11])([CH3:10])[CH3:9])[CH:5]=[CH:4][C:3]=1[NH:12][C:13](=O)[CH2:14][CH2:15][CH2:16][CH2:17][S:18][CH2:19][C@@H:20]1[C@@H:27]2[C@@H:23]([O:24][C:25]([CH3:29])([CH3:28])[O:26]2)[C@H:22]([N:30]2[CH:38]=[N:37][C:36]3[C:31]2=[N:32][CH:33]=[N:34][C:35]=3[NH2:39])[O:21]1. Product: [C:8]([C:6]1[CH:5]=[CH:4][C:3]2[NH:12][C:13]([CH2:14][CH2:15][CH2:16][CH2:17][S:18][CH2:19][C@@H:20]3[C@H:27]4[O:26][C:25]([CH3:28])([CH3:29])[O:24][C@H:23]4[C@H:22]([N:30]4[CH:38]=[N:37][C:36]5[C:31]4=[N:32][CH:33]=[N:34][C:35]=5[NH2:39])[O:21]3)=[N:1][C:2]=2[CH:7]=1)([CH3:10])([CH3:9])[CH3:11]. (4) Reactant: [C:1]([O:5][C:6]([NH:8][C@@H:9]([CH3:13])[C:10]([OH:12])=O)=[O:7])([CH3:4])([CH3:3])[CH3:2].CN(C(ON1N=NC2C=CC=NC1=2)=[N+](C)C)C.F[P-](F)(F)(F)(F)F.Cl.Cl.[N:40]1[CH:45]=[CH:44][CH:43]=[N:42][C:41]=1[C:46]1([NH2:49])[CH2:48][CH2:47]1.C(N(CC)CC)C. Product: [C:1]([O:5][C:6](=[O:7])[NH:8][C@H:9]([C:10](=[O:12])[NH:49][C:46]1([C:41]2[N:42]=[CH:43][CH:44]=[CH:45][N:40]=2)[CH2:48][CH2:47]1)[CH3:13])([CH3:2])([CH3:3])[CH3:4]. The catalyst class is: 2.